The task is: Binary Classification. Given a miRNA mature sequence and a target amino acid sequence, predict their likelihood of interaction.. This data is from Experimentally validated miRNA-target interactions with 360,000+ pairs, plus equal number of negative samples. (1) The miRNA is mmu-miR-433-5p with sequence UACGGUGAGCCUGUCAUUAUUC. The protein sequence of the target gene is MKAPAVLAPGILVLLFTFVQKSNGECKEALVKSRMNVNMQYQLPNFTAETSIQNVVLHKHHIYLGAINYIYVLNDKDLQKVAEYKTGPVLEHPDCFPCQDCSHKANLSGGVWKDNINMALLVDTYYDDQLISCGSVHRGTCQRHVLPPNNTADIESEVHCMYSPQADEETNQCPDCVVSALGTKVLLSEKDRFINFFVGNTINSSYLPDYILHSISVRRLKETQDGFKFLTDQSYIDVLPELRDSYPIKYVHAFESNHFIYFLTVQRETLDAQTFHTRIIRFCSADSGLHSYMEMPLECI.... Result: 0 (no interaction). (2) The miRNA is hsa-miR-605-3p with sequence AGAAGGCACUAUGAGAUUUAGA. The protein sequence of the target gene is MAAAAPNAGGSAPETAGSAEAPLQYSLLLQYLVGDKRQPRLLEPGSLGGIPSPAKSEEQKMIEKAMESCAFKAALACVGGFVLGGAFGVFTAGIDTNVGFDPKDPYRTPTAKEVLKDMGQRGMSYAKNFAIVGAMFSCTECLIESYRGTSDWKNSVISGCITGGAIGFRAGLKAGAIGCGGFAAFSAAIDYYLR. Result: 1 (interaction). (3) The miRNA is mmu-miR-466l-3p with sequence UAUAAAUACAUGCACACAUAUU. The protein sequence of the target gene is MIRHAGAPARGDPTGPVPVVGKGEEEEEEDGMRLCLPANPKNCLPHRRGISILEKLIKTCPVWLQLSLGQAEVARILHRVVAGMFLVRRDSSSKQLVLCVHFPSLNESSAEVLEYTIKEEKSILYLEGSALVFEDIFRLIAFYCVSRDLLPFTLRLPQAILEASSFTDLETIANLGLGFWDSSLNPPQERGKPAEPPRDRAPGFPLVSSLRPTAHDANCACEIELSVGNDRLWFVNPIFIEDCSSALPTDQPPLGNCPARPLPPTSDATSPTSRWAPRRPPPPPPVLPLQPCSPAQPPVL.... Result: 0 (no interaction). (4) The miRNA is rno-miR-21-3p with sequence CAACAGCAGUCGAUGGGCUGUC. The protein sequence of the target gene is MDSELMHSIVGSYHKPPERVFVPSFTQNEPSQNCHPANLEVTSPKILHSPNSQALILALKTLQEKIHRLELERTQAEDNLNILSREAAQYKKALENETNERNLAHQELIKQKKDISIQLSSAQSRCTLLEKQLEYTKRMVLNVEREKNMILEQQAQLQREKEQDQMKLYAKLEKLDVLEKECFRLTTTQKTAEDKIKHLEEKLKEEEHQRKLFQDKASELQTGLEISKIIMSSVSNLKHSKEKKKSSKKTKCIKRRPPWQICSKFGALPFVAEKMRQHRDPHILQKPFNVTETRCLPKPS.... Result: 0 (no interaction). (5) The miRNA is hsa-miR-6832-5p with sequence AGUAGAGAGGAAAAGUUAGGGUC. The protein sequence of the target gene is MRGMNLQLVCLTLLAFSSWSLCSDSEEDVRALEADLLTNMHTSKISKASPPSWKMTLLNVCSLINNVNSPAEEAGDMHDDDLVGKRKLPLVLDGFSLEAMLTIFQLQKICRSRAFQHWEIIQEDILDNVNDKNEKEEVIKRKIPYILKRQLYENKPRRPYILKRGSYYY. Result: 0 (no interaction).